This data is from Reaction yield outcomes from USPTO patents with 853,638 reactions. The task is: Predict the reaction yield, written as a fraction of the theoretical maximum amount of product (1.0 means a 100% yield; for example, 0.34 means a 34% yield). The reactants are [F:1][C:2]1[CH:3]=[C:4]2[C:9](=[CH:10][CH:11]=1)[N:8]=[C:7](O)[CH:6]=[C:5]2[NH:13][C:14]1[CH:19]=[CH:18][C:17]([Cl:20])=[C:16]([Cl:21])[CH:15]=1.O=P(Cl)(Cl)[Cl:24]. No catalyst specified. The product is [F:1][C:2]1[CH:3]=[C:4]2[C:9](=[CH:10][CH:11]=1)[N:8]=[C:7]([Cl:24])[CH:6]=[C:5]2[NH:13][C:14]1[CH:19]=[CH:18][C:17]([Cl:20])=[C:16]([Cl:21])[CH:15]=1. The yield is 0.290.